From a dataset of Reaction yield outcomes from USPTO patents with 853,638 reactions. Predict the reaction yield, written as a fraction of the theoretical maximum amount of product (1.0 means a 100% yield; for example, 0.34 means a 34% yield). (1) The reactants are C([O:3][C:4](=O)[CH2:5][N:6]1[C:14]2[CH2:13][CH2:12][CH2:11][C@@H:10]([NH:15][C:16]([O:18][CH2:19][C:20]3[CH:25]=[CH:24][CH:23]=[CH:22][CH:21]=3)=[O:17])[C:9]=2[CH:8]=[N:7]1)C.[BH4-].[Na+].Cl. The catalyst is CO. The product is [CH2:19]([O:18][C:16](=[O:17])[NH:15][C@@H:10]1[CH2:11][CH2:12][CH2:13][C:14]2[N:6]([CH2:5][CH2:4][OH:3])[N:7]=[CH:8][C:9]1=2)[C:20]1[CH:25]=[CH:24][CH:23]=[CH:22][CH:21]=1. The yield is 0.950. (2) The reactants are [F:1][C:2]1[C:7]([O:8]C)=[CH:6][CH:5]=[CH:4][C:3]=1[C:10]1[N:15]([CH2:16][CH2:17][C:18]2[CH:23]=[CH:22][CH:21]=[CH:20][CH:19]=2)[C:14](=[O:24])[C:13]([C:25]2[CH:30]=[CH:29][CH:28]=[CH:27][CH:26]=2)=[C:12]([CH3:31])[N:11]=1.B(Br)(Br)Br. The catalyst is ClCCl.C([O-])(O)=O.[Na+]. The product is [F:1][C:2]1[C:7]([OH:8])=[CH:6][CH:5]=[CH:4][C:3]=1[C:10]1[N:15]([CH2:16][CH2:17][C:18]2[CH:23]=[CH:22][CH:21]=[CH:20][CH:19]=2)[C:14](=[O:24])[C:13]([C:25]2[CH:26]=[CH:27][CH:28]=[CH:29][CH:30]=2)=[C:12]([CH3:31])[N:11]=1. The yield is 0.890.